Task: Predict the reactants needed to synthesize the given product.. Dataset: Full USPTO retrosynthesis dataset with 1.9M reactions from patents (1976-2016) (1) The reactants are: [OH:1][C:2]1[NH:6][N:5]=[C:4]([C:7]([O:9][CH3:10])=[O:8])[CH:3]=1.[CH2:11](I)[CH2:12][CH2:13][CH3:14].C(=O)([O-])[O-].[K+].[K+].O. Given the product [CH2:11]([O:1][C:2]1[NH:6][N:5]=[C:4]([C:7]([O:9][CH3:10])=[O:8])[CH:3]=1)[CH2:12][CH2:13][CH3:14], predict the reactants needed to synthesize it. (2) Given the product [OH:1][C@H:2]([C@H:10]1[O:15][CH2:14][CH2:13][N:12]([C:18]2[CH:23]=[CH:22][C:21]([CH3:24])=[CH:20][CH:19]=2)[C:11]1=[O:16])[C:3]([O:5][C:6]([CH3:9])([CH3:7])[CH3:8])=[O:4], predict the reactants needed to synthesize it. The reactants are: [OH:1][C@H:2]([C@H:10]1[O:15][CH2:14][CH2:13][NH:12][C:11]1=[O:16])[C:3]([O:5][C:6]([CH3:9])([CH3:8])[CH3:7])=[O:4].I[C:18]1[CH:23]=[CH:22][C:21]([CH3:24])=[CH:20][CH:19]=1.P([O-])([O-])([O-])=O.[K+].[K+].[K+].CNC1CCCCC1NC. (3) Given the product [NH:5]1[C:13]2[C:8](=[CH:9][C:10]3[CH2:15][CH:14]([C:16]#[N:17])[C:11]=3[CH:12]=2)[CH:7]=[CH:6]1, predict the reactants needed to synthesize it. The reactants are: CS([N:5]1[C:13]2[C:8](=[CH:9][C:10]3[CH2:15][CH:14]([C:16]#[N:17])[C:11]=3[CH:12]=2)[CH:7]=[CH:6]1)(=O)=O.[OH-].[K+]. (4) Given the product [CH:10]1([NH:13][C:7]([C@@H:5]2[C@@H:4]([CH2:1][CH2:2][CH3:3])[O:6]2)=[O:9])[CH2:12][CH2:11]1, predict the reactants needed to synthesize it. The reactants are: [CH2:1]([C@H:4]1[O:6][C@@H:5]1[C:7]([OH:9])=O)[CH2:2][CH3:3].[CH:10]1([NH2:13])[CH2:12][CH2:11]1.C(N=C=NCCCN(C)C)C.